Dataset: Forward reaction prediction with 1.9M reactions from USPTO patents (1976-2016). Task: Predict the product of the given reaction. (1) Given the reactants I[C:2]1[CH:11]=[CH:10][CH:9]=[C:8]2[C:3]=1[CH:4]=[CH:5][C:6]([NH:12][CH2:13][C:14]1[O:15][C:16]([CH3:19])=[CH:17][CH:18]=1)=[N:7]2.[C-:20]#[N:21].O, predict the reaction product. The product is: [CH3:19][C:16]1[O:15][C:14]([CH2:13][NH:12][C:6]2[CH:5]=[CH:4][C:3]3[C:2]([C:20]#[N:21])=[CH:11][CH:10]=[CH:9][C:8]=3[N:7]=2)=[CH:18][CH:17]=1. (2) Given the reactants [CH2:1]([CH:3]1[CH2:9][CH:8]([NH:10]S(C(C)(C)C)=O)[CH2:7][CH2:6][CH:5]([C:17]2[N:18]([CH3:25])[N:19]=[CH:20][C:21]=2[N+:22]([O-])=O)[O:4]1)[CH3:2].C(OC([NH:33][C:34]1[S:38][C:37]([C:39]2[C:44]([F:45])=[CH:43][CH:42]=[CH:41][C:40]=2[F:46])=[N:36][C:35]=1[C:47](O)=[O:48])=O)(C)(C)C.CCN(C(C)C)C(C)C.CCCP(=O)=O.Cl.O1CCOCC1, predict the reaction product. The product is: [NH2:33][C:34]1[S:38][C:37]([C:39]2[C:44]([F:45])=[CH:43][CH:42]=[CH:41][C:40]=2[F:46])=[N:36][C:35]=1[C:47]([NH:22][C:21]1[CH:20]=[N:19][N:18]([CH3:25])[C:17]=1[C@H:5]1[CH2:6][CH2:7][CH:8]([NH2:10])[CH2:9][C@@H:3]([CH2:1][CH3:2])[O:4]1)=[O:48]. (3) Given the reactants [CH3:1][O:2][C:3]1[CH:4]=[C:5]([CH:17]=[CH:18][CH:19]=1)[O:6][C:7]1[CH:12]=[CH:11][CH:10]=[C:9]([C:13]([NH:15][NH2:16])=[O:14])[CH:8]=1.[C:20]([C:23]1[CH:24]=[C:25]([N:29]=[C:30]=[S:31])[CH:26]=[CH:27][CH:28]=1)(=[O:22])[CH3:21], predict the reaction product. The product is: [C:20]([C:23]1[CH:24]=[C:25]([NH:29][C:30]([NH:16][NH:15][C:13]([C:9]2[CH:10]=[CH:11][CH:12]=[C:7]([O:6][C:5]3[CH:17]=[CH:18][CH:19]=[C:3]([O:2][CH3:1])[CH:4]=3)[CH:8]=2)=[O:14])=[S:31])[CH:26]=[CH:27][CH:28]=1)(=[O:22])[CH3:21]. (4) The product is: [O:1]1[C@@H:5]2[O:6][CH2:7][C@H:8]([OH:10])[CH2:9][C@@H:4]2[CH2:3][CH2:2]1. Given the reactants [O:1]1[C@@H:5]2[O:6][CH2:7][C:8](=[O:10])[CH2:9][C@@H:4]2[CH2:3][CH2:2]1.CCC(C)[BH-](C(C)CC)C(C)CC.[Li+], predict the reaction product. (5) Given the reactants O.[CH3:2][C:3]1[C:4]([CH2:15][S:16][C:17]2[NH:21][C:20]3[CH:22]=[CH:23][CH:24]=[CH:25][C:19]=3[N:18]=2)=[N:5][CH:6]=[CH:7][C:8]=1[O:9][CH2:10][C:11]([F:14])([F:13])[F:12].C(N)(N)=[O:27].OO.C(N(CC)CC)C.O.O.O.O.O.S([O-])([O-])(=O)=S.[Na+].[Na+], predict the reaction product. The product is: [CH3:2][C:3]1[C:4]([CH2:15][S:16]([C:17]2[NH:18][C:19]3[CH:25]=[CH:24][CH:23]=[CH:22][C:20]=3[N:21]=2)=[O:27])=[N:5][CH:6]=[CH:7][C:8]=1[O:9][CH2:10][C:11]([F:13])([F:12])[F:14]. (6) Given the reactants C([N:4]1[CH2:9][CH2:8][N:7]([C:10]2[CH:15]=[CH:14][CH:13]=[C:12]([F:16])[N:11]=2)[CH2:6][CH2:5]1)(=O)C.[OH-].[Na+].O, predict the reaction product. The product is: [F:16][C:12]1[N:11]=[C:10]([N:7]2[CH2:8][CH2:9][NH:4][CH2:5][CH2:6]2)[CH:15]=[CH:14][CH:13]=1.